Dataset: Peptide-MHC class I binding affinity with 185,985 pairs from IEDB/IMGT. Task: Regression. Given a peptide amino acid sequence and an MHC pseudo amino acid sequence, predict their binding affinity value. This is MHC class I binding data. (1) The peptide sequence is GVAGLITGG. The MHC is HLA-A02:01 with pseudo-sequence HLA-A02:01. The binding affinity (normalized) is 0. (2) The binding affinity (normalized) is 0.0847. The peptide sequence is LPQTRWQAV. The MHC is HLA-A24:03 with pseudo-sequence HLA-A24:03. (3) The peptide sequence is RMPTDMLKL. The MHC is HLA-A02:02 with pseudo-sequence HLA-A02:02. The binding affinity (normalized) is 0.366. (4) The peptide sequence is IEYIHFLIRQL. The MHC is Mamu-A11 with pseudo-sequence Mamu-A11. The binding affinity (normalized) is 0.456. (5) The peptide sequence is FIKDRATAV. The MHC is HLA-A29:02 with pseudo-sequence HLA-A29:02. The binding affinity (normalized) is 0.0847.